Dataset: NCI-60 drug combinations with 297,098 pairs across 59 cell lines. Task: Regression. Given two drug SMILES strings and cell line genomic features, predict the synergy score measuring deviation from expected non-interaction effect. (1) Drug 1: C1CC(=O)NC(=O)C1N2C(=O)C3=CC=CC=C3C2=O. Drug 2: CC1C(C(CC(O1)OC2CC(CC3=C2C(=C4C(=C3O)C(=O)C5=CC=CC=C5C4=O)O)(C(=O)C)O)N)O. Cell line: NCI/ADR-RES. Synergy scores: CSS=14.4, Synergy_ZIP=-5.69, Synergy_Bliss=0.648, Synergy_Loewe=-30.4, Synergy_HSA=-0.731. (2) Drug 1: CN(C)C1=NC(=NC(=N1)N(C)C)N(C)C. Drug 2: C1=CC=C(C(=C1)C(C2=CC=C(C=C2)Cl)C(Cl)Cl)Cl. Cell line: T-47D. Synergy scores: CSS=-2.29, Synergy_ZIP=1.05, Synergy_Bliss=0.194, Synergy_Loewe=-21.9, Synergy_HSA=-3.92. (3) Drug 1: C1=NC2=C(N=C(N=C2N1C3C(C(C(O3)CO)O)F)Cl)N. Drug 2: CC(C)NC(=O)C1=CC=C(C=C1)CNNC.Cl. Cell line: OVCAR-8. Synergy scores: CSS=44.1, Synergy_ZIP=-0.800, Synergy_Bliss=-2.10, Synergy_Loewe=-40.5, Synergy_HSA=-1.62. (4) Drug 1: CCC1(CC2CC(C3=C(CCN(C2)C1)C4=CC=CC=C4N3)(C5=C(C=C6C(=C5)C78CCN9C7C(C=CC9)(C(C(C8N6C=O)(C(=O)OC)O)OC(=O)C)CC)OC)C(=O)OC)O.OS(=O)(=O)O. Drug 2: CC1=C2C(C(=O)C3(C(CC4C(C3C(C(C2(C)C)(CC1OC(=O)C(C(C5=CC=CC=C5)NC(=O)C6=CC=CC=C6)O)O)OC(=O)C7=CC=CC=C7)(CO4)OC(=O)C)O)C)OC(=O)C. Cell line: UO-31. Synergy scores: CSS=3.05, Synergy_ZIP=0.948, Synergy_Bliss=3.16, Synergy_Loewe=-0.0451, Synergy_HSA=0.0811.